Dataset: Reaction yield outcomes from USPTO patents with 853,638 reactions. Task: Predict the reaction yield, written as a fraction of the theoretical maximum amount of product (1.0 means a 100% yield; for example, 0.34 means a 34% yield). (1) The reactants are [N:1]([CH:4]([CH:6]1[CH2:11][CH2:10][O:9][CH2:8][CH2:7]1)[CH3:5])=[N+]=[N-]. The catalyst is CO.[Pd]. The product is [O:9]1[CH2:10][CH2:11][CH:6]([CH:4]([NH2:1])[CH3:5])[CH2:7][CH2:8]1. The yield is 0.660. (2) The catalyst is C(NC(C)C)(C)C.[Pd](Cl)Cl.C1(P(C2C=CC=CC=2)C2C=CC=CC=2)C=CC=CC=1.C1(P(C2C=CC=CC=2)C2C=CC=CC=2)C=CC=CC=1.[Cu](I)I. The reactants are Br[C:2]1[CH:7]=[CH:6][C:5]([CH3:8])=[CH:4][CH:3]=1.[CH3:9][Si:10]([C:13]#[CH:14])([CH3:12])[CH3:11]. The product is [CH3:9][Si:10]([CH3:12])([CH3:11])[C:13]1[CH:3]=[CH:4][C:5]([CH3:8])=[C:6]([C:7]#[CH:2])[CH:14]=1. The yield is 0.993. (3) The reactants are [F:1][C:2]1[CH:7]=[CH:6][C:5]([CH2:8][CH2:9][OH:10])=[C:4]([O:11][CH3:12])[CH:3]=1.C(N(CC)CC)C.[CH3:20][S:21](Cl)(=[O:23])=[O:22]. The catalyst is ClCCl.O. The product is [F:1][C:2]1[CH:7]=[CH:6][C:5]([CH2:8][CH2:9][O:10][S:21]([CH3:20])(=[O:23])=[O:22])=[C:4]([O:11][CH3:12])[CH:3]=1. The yield is 1.00. (4) The reactants are [Br:1][C:2]1[CH:8]=[CH:7][C:5]([NH2:6])=[C:4]([N:9]2[CH2:14][CH2:13][N:12]([CH2:15][CH2:16][C:17]([F:20])([F:19])[F:18])[CH2:11][CH2:10]2)[CH:3]=1.C(OC([NH:28][CH2:29][C:30]1[CH:38]=[CH:37][C:33]([C:34](O)=[O:35])=[C:32]([F:39])[C:31]=1[F:40])=O)(C)(C)C.CCN(C(C)C)C(C)C.CN(C(ON1N=NC2C=CC=NC1=2)=[N+](C)C)C.F[P-](F)(F)(F)(F)F.Cl. The catalyst is CN(C=O)C.C(#N)C. The product is [NH2:28][CH2:29][C:30]1[CH:38]=[CH:37][C:33]([C:34]([NH:6][C:5]2[CH:7]=[CH:8][C:2]([Br:1])=[CH:3][C:4]=2[N:9]2[CH2:14][CH2:13][N:12]([CH2:15][CH2:16][C:17]([F:19])([F:18])[F:20])[CH2:11][CH2:10]2)=[O:35])=[C:32]([F:39])[C:31]=1[F:40]. The yield is 0.790. (5) The reactants are C(O[C:5]1([CH2:10][N:11]2[CH:15]=[C:14]([C:16]([CH3:19])([CH3:18])[CH3:17])[S:13]/[C:12]/2=[N:20]\[C:21]([C:23]2[CH:28]=[C:27](Cl)[CH:26]=[CH:25][C:24]=2[O:30][CH3:31])=S)[CH2:9]CCC1)(=O)C.C([N:34]([CH2:37]C)CC)C.[N:39]#[C:40][NH2:41]. The catalyst is C(#N)C.[Hg](OC(C)=O)OC(C)=O. The product is [C:16]([C:14]1[S:13]/[C:12](=[N:20]\[C:21]([C:23]2[CH:28]=[C:27]([C:37]#[N:34])[CH:26]=[CH:25][C:24]=2[O:30][CH3:31])=[N:41][C:40]#[N:39])/[N:11]([CH2:10][CH2:5][CH3:9])[CH:15]=1)([CH3:19])([CH3:17])[CH3:18]. The yield is 0.730. (6) The reactants are [N+:1]([C:4]1[CH:5]=[C:6]([CH:19]=[CH:20][CH:21]=1)[C:7]([NH:9][CH2:10][C:11]1[CH:16]=[CH:15][CH:14]=[C:13]([O:17][CH3:18])[CH:12]=1)=[O:8])([O-])=O.O.C([O-])(O)=O.[Na+]. The catalyst is CCOC(C)=O. The product is [NH2:1][C:4]1[CH:5]=[C:6]([CH:19]=[CH:20][CH:21]=1)[C:7]([NH:9][CH2:10][C:11]1[CH:16]=[CH:15][CH:14]=[C:13]([O:17][CH3:18])[CH:12]=1)=[O:8]. The yield is 0.880. (7) The reactants are BrC1C=CC(Br)=CC=1C1[O:10][C:11]([C:14]2[CH:19]=[CH:18][C:17]([O:20][CH2:21][CH2:22][CH2:23][CH2:24][CH2:25][CH2:26][CH2:27][CH3:28])=[CH:16][CH:15]=2)=[N:12][N:13]=1.[Br:29][C:30]1[CH:31]=[C:32]([CH:36]=[C:37]([Br:39])[CH:38]=1)[C:33](Cl)=[O:34].C(OC1C=CC(C(NN)=O)=CC=1)CCCCCCC. No catalyst specified. The product is [Br:29][C:30]1[CH:31]=[C:32]([CH:36]=[C:37]([Br:39])[CH:38]=1)[C:33]([NH:13][NH:12][C:11](=[O:10])[C:14]1[CH:19]=[CH:18][C:17]([O:20][CH2:21][CH2:22][CH2:23][CH2:24][CH2:25][CH2:26][CH2:27][CH3:28])=[CH:16][CH:15]=1)=[O:34]. The yield is 0.360. (8) The reactants are [NH2:1][C:2]1[C:7]([NH2:8])=[C:6]([NH:9][C@@H:10]2[C@@H:15]3[CH2:16][C@@H:12]([CH:13]=[CH:14]3)[C@@H:11]2[C:17]([NH2:19])=[O:18])[C:5]([Br:20])=[CH:4][N:3]=1.[Cl:21][C:22]1[CH:23]=[C:24]([CH:27]=[CH:28][C:29]=1[N:30]1[CH2:35][CH2:34][O:33][CH2:32][CH2:31]1)[CH:25]=O.C([O-])(=O)C.[NH4+]. No catalyst specified. The product is [Br:20][C:5]1[C:6]([NH:9][C@@H:10]2[C@@H:15]3[CH2:16][C@@H:12]([CH:13]=[CH:14]3)[C@@H:11]2[C:17]([NH2:19])=[O:18])=[C:7]2[N:8]=[C:25]([C:24]3[CH:27]=[CH:28][C:29]([N:30]4[CH2:35][CH2:34][O:33][CH2:32][CH2:31]4)=[C:22]([Cl:21])[CH:23]=3)[NH:1][C:2]2=[N:3][CH:4]=1. The yield is 0.770. (9) The catalyst is C1COCC1.CN(C=O)C.ClCCl.O. The reactants are CCN(CC)CC.C(Cl)(=O)OCC.[C:14]([O:18][C:19](=[O:32])[C@@H:20]([NH:25][C:26](=[O:31])[CH2:27][CH2:28][CH:29]=[CH2:30])[CH2:21][C:22](O)=[O:23])([CH3:17])([CH3:16])[CH3:15].C(O)(=O)CCC=C.[CH3:40][S-:41].[Na+]. The product is [CH3:40][S:41][C:22](=[O:23])[CH2:21][C@H:20]([NH:25][C:26](=[O:31])[CH2:27][CH2:28][CH:29]=[CH2:30])[C:19]([O:18][C:14]([CH3:17])([CH3:16])[CH3:15])=[O:32]. The yield is 0.850.